Dataset: NCI-60 drug combinations with 297,098 pairs across 59 cell lines. Task: Regression. Given two drug SMILES strings and cell line genomic features, predict the synergy score measuring deviation from expected non-interaction effect. (1) Drug 1: CN(C(=O)NC(C=O)C(C(C(CO)O)O)O)N=O. Drug 2: C1CCC(C(C1)N)N.C(=O)(C(=O)[O-])[O-].[Pt+4]. Cell line: RXF 393. Synergy scores: CSS=11.0, Synergy_ZIP=-9.30, Synergy_Bliss=-9.85, Synergy_Loewe=-5.81, Synergy_HSA=-4.61. (2) Drug 1: CCCS(=O)(=O)NC1=C(C(=C(C=C1)F)C(=O)C2=CNC3=C2C=C(C=N3)C4=CC=C(C=C4)Cl)F. Drug 2: CC12CCC3C(C1CCC2O)C(CC4=C3C=CC(=C4)O)CCCCCCCCCS(=O)CCCC(C(F)(F)F)(F)F. Cell line: SN12C. Synergy scores: CSS=-1.80, Synergy_ZIP=0.0805, Synergy_Bliss=-2.24, Synergy_Loewe=-6.55, Synergy_HSA=-4.25.